From a dataset of Forward reaction prediction with 1.9M reactions from USPTO patents (1976-2016). Predict the product of the given reaction. (1) Given the reactants [N+:1]([C:4]1[CH:5]=[C:6]([C:10](=[O:14])[C:11]([OH:13])=[O:12])[CH:7]=[CH:8][CH:9]=1)([O-:3])=[O:2].[C:15]([O-])([O-])=O.[K+].[K+].IC, predict the reaction product. The product is: [N+:1]([C:4]1[CH:5]=[C:6]([C:10](=[O:14])[C:11]([O:13][CH3:15])=[O:12])[CH:7]=[CH:8][CH:9]=1)([O-:3])=[O:2]. (2) The product is: [Cl:24][C:21]1[CH:20]=[CH:19][C:18]([C:16]2[C:15]([CH2:2][CH2:1][C:3]3[CH:8]=[CH:7][CH:6]=[CH:5][N:4]=3)=[N:14][CH:13]=[C:12]([CH:17]=2)[C:11]([NH:27][CH2:28][C@@:29]([CH:31]2[CH2:33][CH2:32]2)([OH:30])[CH3:34])=[O:26])=[CH:23][CH:22]=1. Given the reactants [C:1]([C:3]1[CH:8]=[CH:7][CH:6]=[CH:5][N:4]=1)#[CH:2].CO[C:11](=[O:26])[C:12]1[CH:17]=[C:16]([C:18]2[CH:23]=[CH:22][C:21]([Cl:24])=[CH:20][CH:19]=2)[C:15](Cl)=[N:14][CH:13]=1.[NH2:27][CH2:28][C@@:29]([CH3:34])([CH:31]1[CH2:33][CH2:32]1)[OH:30], predict the reaction product. (3) Given the reactants [OH:1][CH2:2][CH:3]1[CH2:7][CH2:6][N:5]([C:8]([O:10][CH2:11][C:12]2[CH:17]=[CH:16][CH:15]=[CH:14][CH:13]=2)=[O:9])[CH2:4]1.C(N(CC)CC)C.[S:25](Cl)([C:28]1[CH:34]=[CH:33][C:31]([CH3:32])=[CH:30][CH:29]=1)(=[O:27])=[O:26].C(OCC)(=O)C.CCCCCC, predict the reaction product. The product is: [S:25]([O:1][CH2:2][CH:3]1[CH2:7][CH2:6][N:5]([C:8]([O:10][CH2:11][C:12]2[CH:13]=[CH:14][CH:15]=[CH:16][CH:17]=2)=[O:9])[CH2:4]1)([C:28]1[CH:34]=[CH:33][C:31]([CH3:32])=[CH:30][CH:29]=1)(=[O:27])=[O:26]. (4) Given the reactants C([Li])CCC.[Br-].[OH:7][C:8]1[CH:33]=[CH:32][CH:31]=[CH:30][C:9]=1[CH2:10][P+](C1C=CC=CC=1)(C1C=CC=CC=1)C1C=CC=CC=1.[C:34]([C:36]1[CH:54]=[CH:53][C:39]([CH2:40][CH:41]([CH:51]=O)[CH2:42][CH2:43][CH2:44][CH2:45][C:46]([O:48][CH2:49][CH3:50])=[O:47])=[CH:38][CH:37]=1)#[N:35].[Cl-].[NH4+], predict the reaction product. The product is: [C:34]([C:36]1[CH:54]=[CH:53][C:39]([CH2:40][CH:41](/[CH:51]=[CH:10]/[C:9]2[CH:30]=[CH:31][CH:32]=[CH:33][C:8]=2[OH:7])[CH2:42][CH2:43][CH2:44][CH2:45][C:46]([O:48][CH2:49][CH3:50])=[O:47])=[CH:38][CH:37]=1)#[N:35]. (5) Given the reactants [C:12]([O:11][C:9](O[C:9]([O:11][C:12]([CH3:15])([CH3:14])[CH3:13])=[O:10])=[O:10])([CH3:15])([CH3:14])[CH3:13].C(N(CC)CC)C.[Br:23][C:24]1[CH:25]=[CH:26][C:27]([F:48])=[C:28]([C:30]23[CH2:38][NH:37][CH2:36][CH:35]2[CH2:34][S:33][C:32]([NH:39][C:40](=[O:47])[C:41]2[CH:46]=[CH:45][CH:44]=[CH:43][CH:42]=2)=[N:31]3)[CH:29]=1, predict the reaction product. The product is: [C:40]([NH:39][C:32]1[S:33][CH2:34][CH:35]2[CH2:36][N:37]([C:9]([O:11][C:12]([CH3:13])([CH3:14])[CH3:15])=[O:10])[CH2:38][C:30]2([C:28]2[CH:29]=[C:24]([Br:23])[CH:25]=[CH:26][C:27]=2[F:48])[N:31]=1)(=[O:47])[C:41]1[CH:42]=[CH:43][CH:44]=[CH:45][CH:46]=1. (6) The product is: [F:7][C:8]1[CH:9]=[C:10]([CH:20]=[CH:21][C:22]=1[O:23][CH3:24])[CH:11]=[C:26]1[CH2:31][CH2:30][N:29]([C:32]([O:34][C:35]([CH3:38])([CH3:37])[CH3:36])=[O:33])[CH2:28][CH2:27]1. Given the reactants CC(C)([O-])C.[K+].[F:7][C:8]1[CH:9]=[C:10]([CH:20]=[CH:21][C:22]=1[O:23][CH3:24])[CH2:11]P(=O)(OCC)OCC.O=[C:26]1[CH2:31][CH2:30][N:29]([C:32]([O:34][C:35]([CH3:38])([CH3:37])[CH3:36])=[O:33])[CH2:28][CH2:27]1, predict the reaction product. (7) The product is: [Cl:1][C:2]1[CH:7]=[CH:6][CH:5]=[CH:4][C:3]=1[CH:8]([C:19]1[CH:20]=[CH:21][C:28](=[O:31])[N:23]([CH3:22])[CH:24]=1)[CH2:9][C:10]([C:12]1[CH:13]=[CH:14][C:15](=[O:18])[N:16]([CH3:27])[CH:17]=1)=[O:11]. Given the reactants [Cl:1][C:2]1[CH:7]=[CH:6][CH:5]=[CH:4][C:3]=1[CH:8]([C:19]1[CH:20]=[CH:21][C:22](=O)[NH:23][CH:24]=1)[CH2:9][C:10]([C:12]1[CH:13]=[CH:14][C:15](=[O:18])[NH:16][CH:17]=1)=[O:11].I[CH3:27].[C:28](=[O:31])([O-])[O-].[K+].[K+], predict the reaction product. (8) Given the reactants [CH3:1][C:2]1([CH3:14])[CH2:8][CH2:7][CH2:6][CH2:5][CH:4]([C:9](OC)=[O:10])[C:3]1=O.[N+]([O-])(O)=O.[NH2:19][C:20]([NH2:22])=[NH:21].C(=O)([O-])[O-].[K+].[K+].O, predict the reaction product. The product is: [NH2:22][C:20]1[N:19]=[C:9]([OH:10])[C:4]2[CH2:5][CH2:6][CH2:7][CH2:8][C:2]([CH3:14])([CH3:1])[C:3]=2[N:21]=1.